This data is from Full USPTO retrosynthesis dataset with 1.9M reactions from patents (1976-2016). The task is: Predict the reactants needed to synthesize the given product. (1) Given the product [S:21]1[CH:25]=[CH:24][N:23]=[C:22]1[NH:26][C:5](=[O:7])[CH:4]([N:8]1[C:16]2[C:11](=[CH:12][C:13]([CH3:17])=[CH:14][CH:15]=2)[C:10](=[O:18])[C:9]1=[O:19])[CH2:3][CH:2]([CH3:1])[CH3:20], predict the reactants needed to synthesize it. The reactants are: [CH3:1][CH:2]([CH3:20])[CH2:3][CH:4]([N:8]1[C:16]2[C:11](=[CH:12][C:13]([CH3:17])=[CH:14][CH:15]=2)[C:10](=[O:18])[C:9]1=[O:19])[C:5]([OH:7])=O.[S:21]1[CH:25]=[CH:24][N:23]=[C:22]1[NH2:26].C(N(CC)C(C)C)(C)C.F[P-](F)(F)(F)(F)F.N1(O[P+](N(C)C)(N(C)C)N(C)C)C2C=CC=CC=2N=N1. (2) Given the product [Br-:27].[F:20][C:21]1[CH:22]=[CH:23][C:24]([O:29][CH2:30][C:31]#[C:32][C:33]2[CH:34]=[CH:35][C:36]([C:39]([F:40])([F:41])[F:42])=[CH:37][CH:38]=2)=[C:25]([CH:28]=1)[CH2:26][P+:7]([C:1]1[CH:2]=[CH:3][CH:4]=[CH:5][CH:6]=1)([C:8]1[CH:13]=[CH:12][CH:11]=[CH:10][CH:9]=1)[C:14]1[CH:15]=[CH:16][CH:17]=[CH:18][CH:19]=1, predict the reactants needed to synthesize it. The reactants are: [C:1]1([P:7]([C:14]2[CH:19]=[CH:18][CH:17]=[CH:16][CH:15]=2)[C:8]2[CH:13]=[CH:12][CH:11]=[CH:10][CH:9]=2)[CH:6]=[CH:5][CH:4]=[CH:3][CH:2]=1.[F:20][C:21]1[CH:22]=[CH:23][C:24]([O:29][CH2:30][C:31]#[C:32][C:33]2[CH:38]=[CH:37][C:36]([C:39]([F:42])([F:41])[F:40])=[CH:35][CH:34]=2)=[C:25]([CH:28]=1)[CH2:26][Br:27]. (3) Given the product [NH2:1][C:4]1[CH:5]=[C:6]([S:10]([CH2:13][CH2:14][OH:15])(=[O:12])=[O:11])[CH:7]=[CH:8][CH:9]=1, predict the reactants needed to synthesize it. The reactants are: [N+:1]([C:4]1[CH:5]=[C:6]([S:10]([CH2:13][CH2:14][OH:15])(=[O:12])=[O:11])[CH:7]=[CH:8][CH:9]=1)([O-])=O.[H][H].